This data is from Reaction yield outcomes from USPTO patents with 853,638 reactions. The task is: Predict the reaction yield, written as a fraction of the theoretical maximum amount of product (1.0 means a 100% yield; for example, 0.34 means a 34% yield). The reactants are ClC1C=CC=CC=1CCCN1C(=O)C(CN2CCN(C)CC2)=CC(C2C=CC3OCCC=3C=2)=N1.[C:35]([C:38]1[C:39](=[O:63])[N:40]([CH2:53][CH2:54][CH2:55][C:56]2[CH:61]=[CH:60][C:59]([Cl:62])=[CH:58][CH:57]=2)[N:41]=[C:42]([C:44]2[CH:45]=[CH:46][C:47]3[O:51][CH2:50][CH2:49][C:48]=3[CH:52]=2)[CH:43]=1)(O)=[O:36]. No catalyst specified. The product is [Cl:62][C:59]1[CH:60]=[CH:61][C:56]([CH2:55][CH2:54][CH2:53][N:40]2[C:39](=[O:63])[C:38]([CH2:35][OH:36])=[CH:43][C:42]([C:44]3[CH:45]=[CH:46][C:47]4[O:51][CH2:50][CH2:49][C:48]=4[CH:52]=3)=[N:41]2)=[CH:57][CH:58]=1. The yield is 0.533.